From a dataset of Forward reaction prediction with 1.9M reactions from USPTO patents (1976-2016). Predict the product of the given reaction. (1) Given the reactants [CH3:1][C:2]1[CH:3]=[C:4]([O:20][Si](C(C)C)(C(C)C)C(C)C)[CH:5]=[C:6]([CH3:19])[C:7]=1[CH2:8][C:9]1[CH:14]=[CH:13][C:12]([F:15])=[C:11]([CH:16]([CH3:18])[CH3:17])[CH:10]=1.CCCC[N+](CCCC)(CCCC)CCCC.[F-], predict the reaction product. The product is: [CH3:19][C:6]1[CH:5]=[C:4]([OH:20])[CH:3]=[C:2]([CH3:1])[C:7]=1[CH2:8][C:9]1[CH:14]=[CH:13][C:12]([F:15])=[C:11]([CH:16]([CH3:17])[CH3:18])[CH:10]=1. (2) The product is: [CH3:26][C:27]1([CH3:35])[O:31][C@@H:30]([CH2:32][O:33][NH:34][C:19]([C:11]2[O:12][C:13]3[CH:18]=[CH:17][N:16]=[CH:15][C:14]=3[C:10]=2[NH:9][C:3]2[CH:4]=[CH:5][C:6]([I:8])=[CH:7][C:2]=2[F:1])=[O:21])[CH2:29][O:28]1. Given the reactants [F:1][C:2]1[CH:7]=[C:6]([I:8])[CH:5]=[CH:4][C:3]=1[NH:9][C:10]1[C:14]2[CH:15]=[N:16][CH:17]=[CH:18][C:13]=2[O:12][C:11]=1[C:19]([O:21]CC)=O.[OH-].[Na+].[CH3:26][C:27]1([CH3:35])[O:31][C@@H:30]([CH2:32][O:33][NH2:34])[CH2:29][O:28]1.CCN=C=NCCCN(C)C.C1C=CC2N(O)N=NC=2C=1.CCN(C(C)C)C(C)C, predict the reaction product. (3) Given the reactants Cl.CO.[O:4]1[C:8]([C:9]2[CH:14]=[CH:13][C:12]([NH:15][N:16]=[CH:17][C:18]3[CH:32]=[CH:31][C:21]([CH2:22][NH:23]C(=O)OC(C)(C)C)=[CH:20][CH:19]=3)=[CH:11][CH:10]=2)=[CH:7][N:6]=[CH:5]1, predict the reaction product. The product is: [O:4]1[C:8]([C:9]2[CH:14]=[CH:13][C:12]([NH:15][N:16]=[CH:17][C:18]3[CH:32]=[CH:31][C:21]([CH2:22][NH2:23])=[CH:20][CH:19]=3)=[CH:11][CH:10]=2)=[CH:7][N:6]=[CH:5]1. (4) Given the reactants [CH3:1][C:2]1[N:7]=[C:6]2[N:8]([CH2:13][O:14][CH2:15][CH2:16][Si:17]([CH3:20])([CH3:19])[CH3:18])[N:9]=[C:10]([C:11]#[N:12])[C:5]2=[CH:4][CH:3]=1.C[O-].[Na+].[Cl-].[NH4+:25].[C:26]([OH:29])(=[O:28])[CH3:27], predict the reaction product. The product is: [C:26]([OH:29])(=[O:28])[CH3:27].[CH3:1][C:2]1[N:7]=[C:6]2[N:8]([CH2:13][O:14][CH2:15][CH2:16][Si:17]([CH3:19])([CH3:18])[CH3:20])[N:9]=[C:10]([C:11](=[NH:25])[NH2:12])[C:5]2=[CH:4][CH:3]=1. (5) The product is: [C:20]([O:19][C:17](=[O:18])[NH:1][C@H:2]([C:14](=[O:15])[NH:57][CH2:58][C:59]1[CH:64]=[N:63][C:62]([NH2:65])=[CH:61][CH:60]=1)[CH2:3][C:4]1[C:13]2[C:8](=[CH:9][CH:10]=[CH:11][CH:12]=2)[CH:7]=[CH:6][CH:5]=1)([CH3:23])([CH3:21])[CH3:22]. Given the reactants [NH:1]([C:17]([O:19][C:20]([CH3:23])([CH3:22])[CH3:21])=[O:18])[C@H:2]([C:14](O)=[O:15])[CH2:3][C:4]1[C:13]2[C:8](=[CH:9][CH:10]=[CH:11][CH:12]=2)[CH:7]=[CH:6][CH:5]=1.C(N(CC)CC)C.CN(C(ON1N=NC2C=CC=CC1=2)=[N+](C)C)C.F[P-](F)(F)(F)(F)F.Cl.Cl.[NH2:57][CH2:58][C:59]1[CH:60]=[CH:61][C:62]([NH2:65])=[N:63][CH:64]=1, predict the reaction product. (6) The product is: [NH2:1][C:2]1[C:7]([C:8]2[CH:17]=[CH:16][C:11]([C:12]([OH:14])=[O:13])=[C:10]([F:18])[CH:9]=2)=[CH:6][C:5]([C:24]2[C:23]([CH3:35])=[N:22][N:21]([CH3:20])[CH:25]=2)=[CH:4][N:3]=1. Given the reactants [NH2:1][C:2]1[C:7]([C:8]2[CH:17]=[CH:16][C:11]([C:12]([O:14]C)=[O:13])=[C:10]([F:18])[CH:9]=2)=[CH:6][C:5](Br)=[CH:4][N:3]=1.[CH3:20][N:21]1[CH:25]=[C:24](B2OC(C)(C)C(C)(C)O2)[C:23]([CH3:35])=[N:22]1, predict the reaction product.